From a dataset of Catalyst prediction with 721,799 reactions and 888 catalyst types from USPTO. Predict which catalyst facilitates the given reaction. (1) Reactant: [CH3:1][NH:2][C:3]1[CH:12]=[CH:11][C:6]([C:7]([O:9][CH3:10])=[O:8])=[CH:5][CH:4]=1.N1C=CC=CC=1.[CH3:19][S:20](Cl)(=[O:22])=[O:21]. The catalyst class is: 2. Product: [CH3:1][N:2]([C:3]1[CH:12]=[CH:11][C:6]([C:7]([O:9][CH3:10])=[O:8])=[CH:5][CH:4]=1)[S:20]([CH3:19])(=[O:22])=[O:21]. (2) Reactant: [OH-].[Li+].[Br:3][C:4]1[N:8]([CH3:9])[N:7]=[C:6]([C:10]([O:12]CC)=[O:11])[CH:5]=1. Product: [Br:3][C:4]1[N:8]([CH3:9])[N:7]=[C:6]([C:10]([OH:12])=[O:11])[CH:5]=1. The catalyst class is: 20. (3) Reactant: C([O:3][C:4]([C:6]1[N:7]=[C:8]([NH:11][C:12]([C@@H:14]2[NH:18][C@@H:17]([CH2:19][C:20]([CH3:23])([CH3:22])[CH3:21])[C@:16]3([C:31]4[C:26](=[CH:27][C:28]([Cl:32])=[CH:29][CH:30]=4)[NH:25][C:24]3=[O:33])[C@H:15]2[C:34]2[CH:39]=[CH:38][CH:37]=[C:36]([Cl:40])[C:35]=2[F:41])=[O:13])[S:9][CH:10]=1)=[O:5])C.[OH-].[Na+].Cl. Product: [Cl:32][C:28]1[CH:27]=[C:26]2[NH:25][C:24](=[O:33])[C@:16]3([C@@H:15]([C:34]4[CH:39]=[CH:38][CH:37]=[C:36]([Cl:40])[C:35]=4[F:41])[C@H:14]([C:12]([NH:11][C:8]4[S:9][CH:10]=[C:6]([C:4]([OH:5])=[O:3])[N:7]=4)=[O:13])[NH:18][C@H:17]3[CH2:19][C:20]([CH3:22])([CH3:21])[CH3:23])[C:31]2=[CH:30][CH:29]=1. The catalyst class is: 200.